From a dataset of Full USPTO retrosynthesis dataset with 1.9M reactions from patents (1976-2016). Predict the reactants needed to synthesize the given product. (1) Given the product [NH2:15][C:14]1[CH:16]=[CH:17][C:11]([F:10])=[CH:12][C:13]=1[C:1]([C:2]1[CH:3]=[CH:4][CH:5]=[CH:6][CH:7]=1)=[O:9], predict the reactants needed to synthesize it. The reactants are: [C:1]([OH:9])(=O)[C:2]1[CH:7]=[CH:6][CH:5]=[CH:4][CH:3]=1.[F:10][C:11]1[CH:17]=[CH:16][C:14]([NH2:15])=[CH:13][CH:12]=1. (2) Given the product [CH2:12]([O:11][C:5]1[CH:6]=[CH:7][C:8]([O:9][CH3:10])=[C:3]([O:2][CH3:1])[CH:4]=1)[C:13]#[C:14][CH3:16], predict the reactants needed to synthesize it. The reactants are: [CH3:1][O:2][C:3]1[CH:4]=[C:5]([OH:11])[CH:6]=[CH:7][C:8]=1[O:9][CH3:10].[CH2:12](Br)[C:13]#[CH:14].[C:16](=O)([O-])[O-].[K+].[K+].[NH4+].[Cl-]. (3) Given the product [F:1][C:2]1[CH:9]=[CH:8][CH:7]=[C:6]([O:10][CH3:11])[C:3]=1[CH:4]=[N:13][OH:14], predict the reactants needed to synthesize it. The reactants are: [F:1][C:2]1[CH:9]=[CH:8][CH:7]=[C:6]([O:10][CH3:11])[C:3]=1[CH:4]=O.Cl.[NH2:13][OH:14].[OH-].[Na+].Cl. (4) Given the product [C:1]([O:5][C:6](=[O:7])[NH:8][C:16]1[O:17][CH2:18][C@@:19]2([N:35]=1)[C:28]1([CH2:29][O:30][CH2:31]1)[C:27]([CH3:32])([CH3:33])[O:26][C:25]1[C:20]2=[CH:21][C:22]([NH2:58])=[CH:23][CH:24]=1)([CH3:3])([CH3:2])[CH3:4], predict the reactants needed to synthesize it. The reactants are: [C:1]([O:5][C:6]([N:8]([C:16]1[O:17][CH2:18][C@@:19]2([N:35]=1)[C:28]1([CH2:31][O:30][CH2:29]1)[C:27]([CH3:33])([CH3:32])[O:26][C:25]1[C:20]2=[CH:21][C:22](Br)=[CH:23][CH:24]=1)C(OC(C)(C)C)=O)=[O:7])([CH3:4])([CH3:3])[CH3:2].F[B-](F)(F)F.C([PH+](C(C)(C)C)C(C)(C)C)(C)(C)C.C[Si]([N-:58][Si](C)(C)C)(C)C.[Li+].Cl. (5) Given the product [I:6][C:7]1[CH:15]=[CH:14][C:10]([C:11](=[O:12])[CH:1]([CH3:3])[CH3:2])=[CH:9][CH:8]=1, predict the reactants needed to synthesize it. The reactants are: [CH:1]([Mg]Cl)([CH3:3])[CH3:2].[I:6][C:7]1[CH:15]=[CH:14][C:10]([C:11](Cl)=[O:12])=[CH:9][CH:8]=1.